Dataset: Full USPTO retrosynthesis dataset with 1.9M reactions from patents (1976-2016). Task: Predict the reactants needed to synthesize the given product. (1) Given the product [CH3:1][O:2][C:3]1[CH:11]=[C:10]([N+:12]([O-:14])=[O:13])[CH:9]=[CH:8][C:4]=1[C:5]([NH:52][CH2:51][C:48]1[CH:49]=[N:50][C:45]([CH3:44])=[CH:46][CH:47]=1)=[O:7], predict the reactants needed to synthesize it. The reactants are: [CH3:1][O:2][C:3]1[CH:11]=[C:10]([N+:12]([O-:14])=[O:13])[CH:9]=[CH:8][C:4]=1[C:5]([OH:7])=O.CN1CCOCC1.CN(C(ON1N=NC2C=CC=CC1=2)=[N+](C)C)C.[B-](F)(F)(F)F.[CH3:44][C:45]1[N:50]=[CH:49][C:48]([CH2:51][NH2:52])=[CH:47][CH:46]=1. (2) Given the product [C:1]1([C:7]2[N:11]3[CH:12]=[CH:13][C:14]([C:16]4[CH:21]=[CH:20][N:19]([CH2:32][CH2:33][CH2:34][N:35]5[CH2:40][CH2:39][CH2:38][CH2:37][CH2:36]5)[C:18](=[O:22])[CH:17]=4)=[CH:15][C:10]3=[N:9][CH:8]=2)[CH:2]=[CH:3][CH:4]=[CH:5][CH:6]=1, predict the reactants needed to synthesize it. The reactants are: [C:1]1([C:7]2[N:11]3[CH:12]=[CH:13][C:14]([C:16]4[CH:21]=[CH:20][NH:19][C:18](=[O:22])[CH:17]=4)=[CH:15][C:10]3=[N:9][CH:8]=2)[CH:6]=[CH:5][CH:4]=[CH:3][CH:2]=1.[I-].[Na+].C(=O)([O-])[O-].[Cs+].[Cs+].Cl[CH2:32][CH2:33][CH2:34][N:35]1[CH2:40][CH2:39][CH2:38][CH2:37][CH2:36]1.C(=O)(O)[O-].[Na+].